Dataset: Peptide-MHC class I binding affinity with 185,985 pairs from IEDB/IMGT. Task: Regression. Given a peptide amino acid sequence and an MHC pseudo amino acid sequence, predict their binding affinity value. This is MHC class I binding data. (1) The peptide sequence is IPAFYTPTA. The MHC is HLA-B07:02 with pseudo-sequence HLA-B07:02. The binding affinity (normalized) is 0.646. (2) The peptide sequence is MVIGMAMTTV. The MHC is HLA-A02:17 with pseudo-sequence HLA-A02:17. The binding affinity (normalized) is 0.549. (3) The peptide sequence is RECYAQRFYL. The MHC is HLA-B18:01 with pseudo-sequence HLA-B18:01. The binding affinity (normalized) is 0.545. (4) The peptide sequence is SVPEGEGL. The MHC is Mamu-A01 with pseudo-sequence Mamu-A01. The binding affinity (normalized) is 0.475. (5) The peptide sequence is KNIQSLRRL. The MHC is H-2-Kb with pseudo-sequence H-2-Kb. The binding affinity (normalized) is 0.423. (6) The binding affinity (normalized) is 0.00568. The MHC is HLA-A03:01 with pseudo-sequence HLA-A03:01. The peptide sequence is TFTNDSIISH. (7) The peptide sequence is TPKGTVMDII. The MHC is HLA-B07:02 with pseudo-sequence HLA-B07:02. The binding affinity (normalized) is 0.407.